From a dataset of Full USPTO retrosynthesis dataset with 1.9M reactions from patents (1976-2016). Predict the reactants needed to synthesize the given product. (1) Given the product [Br:4][C:5]1[CH:6]=[C:7]([CH3:12])[C:8]([CH:21]=[O:22])=[N:9][CH:10]=1, predict the reactants needed to synthesize it. The reactants are: C(Cl)Cl.[Br:4][C:5]1[CH:6]=[C:7]([CH3:12])[C:8](I)=[N:9][CH:10]=1.C([Mg]Cl)(C)C.CN([CH:21]=[O:22])C. (2) Given the product [O:1]=[C:2]1[C:7]2[CH:8]=[CH:9][CH:10]=[CH:11][C:6]=2[S:5][C:4]([C:12]2[N:17]=[C:16](/[CH:18]=[CH:19]/[C:20]([OH:22])=[O:21])[CH:15]=[CH:14][CH:13]=2)=[N:3]1, predict the reactants needed to synthesize it. The reactants are: [O:1]=[C:2]1[C:7]2[CH:8]=[CH:9][CH:10]=[CH:11][C:6]=2[S:5][C:4]([C:12]2[N:17]=[C:16](/[CH:18]=[CH:19]/[C:20]([O:22]C(C)(C)C)=[O:21])[CH:15]=[CH:14][CH:13]=2)=[N:3]1. (3) Given the product [OH:10][C:11]1[C:12]([CH3:26])=[C:13]([CH3:25])[C:14]([NH:18][C:19](=[O:24])[CH2:20][CH2:21][CH2:22][Cl:23])=[N:15][C:16]=1[CH3:17], predict the reactants needed to synthesize it. The reactants are: CO.C([O:10][C:11]1[C:12]([CH3:26])=[C:13]([CH3:25])[C:14]([NH:18][C:19](=[O:24])[CH2:20][CH2:21][CH2:22][Cl:23])=[N:15][C:16]=1[CH3:17])C1C=CC=CC=1. (4) Given the product [OH:9][N:8]=[C:7]([Cl:10])[C:2]1[CH:3]=[CH:4][CH:5]=[CH:6][N:1]=1, predict the reactants needed to synthesize it. The reactants are: [N:1]1[CH:6]=[CH:5][CH:4]=[CH:3][C:2]=1/[CH:7]=[N:8]/[OH:9].[Cl:10]N1C(=O)CCC1=O.O. (5) Given the product [CH3:1][CH:2]1[CH2:10][C:9]2[C:4](=[CH:5][CH:6]=[CH:7][CH:8]=2)[N:3]1[CH2:25][C:27]1[CH:28]=[CH:29][C:30]([C:33]2[CH:37]=[C:36]([C:38]([NH2:40])=[O:39])[O:35][N:34]=2)=[CH:31][CH:32]=1, predict the reactants needed to synthesize it. The reactants are: [CH3:1][CH:2]1[CH2:10][C:9]2[C:4](=[CH:5][CH:6]=[CH:7][CH:8]=2)[NH:3]1.[BH-](OC(C)=O)(OC(C)=O)OC(C)=O.[Na+].[CH:25]([C:27]1[CH:32]=[CH:31][C:30]([C:33]2[CH:37]=[C:36]([C:38]([NH2:40])=[O:39])[O:35][N:34]=2)=[CH:29][CH:28]=1)=O.C([O-])([O-])=O.[Na+].[Na+]. (6) Given the product [Cl:28][C:2]([Cl:1])([Cl:27])[CH2:3][O:4][C:5]([N:7]1[C:19]2[CH2:18][NH:17][CH2:16][CH2:15][C:14]=2[C:13]2[C:8]1=[CH:9][CH:10]=[CH:11][CH:12]=2)=[O:6], predict the reactants needed to synthesize it. The reactants are: [Cl:1][C:2]([Cl:28])([Cl:27])[CH2:3][O:4][C:5]([N:7]1[C:19]2[CH2:18][N:17](C(OC(C)(C)C)=O)[CH2:16][CH2:15][C:14]=2[C:13]2[C:8]1=[CH:9][CH:10]=[CH:11][CH:12]=2)=[O:6].FC(F)(F)C(O)=O. (7) Given the product [F:23][C:22]([F:24])([F:25])[O:21][C:18]1[CH:17]=[CH:16][C:15]([C:12]2[CH:13]=[CH:14][C:9]([NH:8][C:2](=[O:7])[C:3]([O:5][CH3:6])=[O:4])=[CH:10][CH:11]=2)=[CH:20][CH:19]=1, predict the reactants needed to synthesize it. The reactants are: Cl[C:2](=[O:7])[C:3]([O:5][CH3:6])=[O:4].[NH2:8][C:9]1[CH:14]=[CH:13][C:12]([C:15]2[CH:20]=[CH:19][C:18]([O:21][C:22]([F:25])([F:24])[F:23])=[CH:17][CH:16]=2)=[CH:11][CH:10]=1.C(=O)([O-])O.[Na+]. (8) Given the product [NH2:22][C:23]1[C:24]2[C:34]([O:35][CH2:36][C@H:37]3[CH2:42][CH2:41][CH2:40][N:39]([C:9]([NH:8][CH2:7][C:4]4[CH:3]=[CH:2][N:1]=[CH:6][CH:5]=4)=[O:20])[CH2:38]3)=[CH:33][CH:32]=[CH:31][C:25]=2[NH:26][S:27](=[O:29])(=[O:30])[N:28]=1, predict the reactants needed to synthesize it. The reactants are: [N:1]1[CH:6]=[CH:5][C:4]([CH2:7][NH:8][C:9](=[O:20])OC2C=CC([N+]([O-])=O)=CC=2)=[CH:3][CH:2]=1.Cl.[NH2:22][C:23]1[C:24]2[C:34]([O:35][CH2:36][C@H:37]3[CH2:42][CH2:41][CH2:40][NH2+:39][CH2:38]3)=[CH:33][CH:32]=[CH:31][C:25]=2[NH:26][S:27](=[O:30])(=[O:29])[N:28]=1.C([O-])([O-])=O.[K+].[K+]. (9) The reactants are: [CH2:1]([N:8](C)[CH:9]1[CH2:19][C@@H:12]2[CH2:13][N:14]([CH3:18])[C:15](=[O:17])[CH2:16][C@@H:11]2[CH2:10]1)C1C=CC=CC=1. Given the product [CH3:18][N:14]1[C:15](=[O:17])[CH2:16][C@@H:11]2[CH2:10][CH:9]([NH:8][CH3:1])[CH2:19][C@@H:12]2[CH2:13]1, predict the reactants needed to synthesize it. (10) Given the product [Br:20][CH:17]([CH3:18])[C:16]([C:6]1[CH:7]=[C:8]([S:10]([F:11])([F:12])([F:13])([F:15])[F:14])[CH:9]=[C:4]([O:3][CH2:1][CH3:2])[CH:5]=1)=[O:19], predict the reactants needed to synthesize it. The reactants are: [CH2:1]([O:3][C:4]1[CH:5]=[C:6]([C:16](=[O:19])[CH2:17][CH3:18])[CH:7]=[C:8]([S:10]([F:15])([F:14])([F:13])([F:12])[F:11])[CH:9]=1)[CH3:2].[Br-:20].[Br-].[Br-].C1([N+](C)(C)C)C=CC=CC=1.C1([N+](C)(C)C)C=CC=CC=1.C1([N+](C)(C)C)C=CC=CC=1.O.C(=O)([O-])O.[Na+].